From a dataset of Catalyst prediction with 721,799 reactions and 888 catalyst types from USPTO. Predict which catalyst facilitates the given reaction. (1) Reactant: [CH3:1][C:2]1[CH:3]=[CH:4][C:5]([OH:24])=[C:6]([C@@H:8]([C:18]2[CH:19]=[CH:20][CH:21]=[CH:22][CH:23]=2)[CH2:9][CH2:10][N:11]([CH:15]([CH3:17])[CH3:16])[CH:12]([CH3:14])[CH3:13])[CH:7]=1.[NH:25]1[C:29](=[O:30])[CH2:28][CH2:27][C@H:26]1[C:31]([OH:33])=[O:32]. Product: [CH3:1][C:2]1[CH:3]=[CH:4][C:5]([OH:24])=[C:6]([C@@H:8]([C:18]2[CH:19]=[CH:20][CH:21]=[CH:22][CH:23]=2)[CH2:9][CH2:10][N:11]([CH:12]([CH3:14])[CH3:13])[CH:15]([CH3:16])[CH3:17])[CH:7]=1.[NH:25]1[C:29](=[O:30])[CH2:28][CH2:27][C@H:26]1[C:31]([O-:33])=[O:32]. The catalyst class is: 21. (2) Reactant: [Cl:1][C:2]1[N:7]=[C:6](Cl)[CH:5]=[C:4]([CH2:9][S:10]([CH3:13])(=[O:12])=[O:11])[N:3]=1.C(N(CC)CC)C.[CH3:21][C@H:22]1[CH2:27][O:26][CH2:25][CH2:24][NH:23]1. Product: [Cl:1][C:2]1[N:7]=[C:6]([N:23]2[CH2:24][CH2:25][O:26][CH2:27][C@@H:22]2[CH3:21])[CH:5]=[C:4]([CH2:9][S:10]([CH3:13])(=[O:12])=[O:11])[N:3]=1. The catalyst class is: 4. (3) Reactant: C1CCC(N=C=NC2CCCCC2)CC1.[CH:16]1[CH:17]=[CH:18][C:19]([NH:26][C:27]2[C:28]([Cl:34])=[CH:29][CH:30]=[CH:31][C:32]=2[Cl:33])=[C:20]([CH2:22][C:23]([OH:25])=[O:24])[CH:21]=1.[CH2:35]1[O:40][CH:39]([C:41]2[CH:46]=[CH:45][CH:44]=[CH:43][CH:42]=2)[O:38][CH2:37][CH:36]1O. Product: [Cl:34][C:28]1[CH:29]=[CH:30][CH:31]=[C:32]([Cl:33])[C:27]=1[NH:26][C:19]1[CH:18]=[CH:17][CH:16]=[CH:21][C:20]=1[CH2:22][C:23]([O:25][CH:36]1[CH2:37][O:38][CH:39]([C:41]2[CH:42]=[CH:43][CH:44]=[CH:45][CH:46]=2)[O:40][CH2:35]1)=[O:24]. The catalyst class is: 79. (4) The catalyst class is: 14. Reactant: [C:1]([O:5][C:6]([CH2:8][O:9][C:10]1[CH:11]=[C:12]([C:16](=[O:18])[CH3:17])[CH:13]=[CH:14][CH:15]=1)=[O:7])([CH3:4])([CH3:3])[CH3:2].[CH:19](=O)[C:20]1[CH:25]=[CH:24][CH:23]=[N:22][CH:21]=1.N1CCCCC1. Product: [N:22]1[CH:23]=[CH:24][CH:25]=[C:20]([CH:19]=[CH:17][C:16]([C:12]2[CH:13]=[CH:14][CH:15]=[C:10]([O:9][CH2:8][C:6]([O:5][C:1]([CH3:4])([CH3:2])[CH3:3])=[O:7])[CH:11]=2)=[O:18])[CH:21]=1.